This data is from Forward reaction prediction with 1.9M reactions from USPTO patents (1976-2016). The task is: Predict the product of the given reaction. Given the reactants Cl[C:2]1[C:7]([C:8]([O:10][CH2:11][CH3:12])=[O:9])=[CH:6][N:5]=[C:4]([Cl:13])[C:3]=1[CH3:14].[CH3:15][NH2:16].O, predict the reaction product. The product is: [Cl:13][C:4]1[C:3]([CH3:14])=[C:2]([NH:16][CH3:15])[C:7]([C:8]([O:10][CH2:11][CH3:12])=[O:9])=[CH:6][N:5]=1.